This data is from Forward reaction prediction with 1.9M reactions from USPTO patents (1976-2016). The task is: Predict the product of the given reaction. (1) The product is: [Cl:1][C:2]1[CH:3]=[C:4]([C:8]2[C:16]3[O:15][CH:14]([CH2:17][NH:36][CH3:35])[CH2:13][C:12]=3[CH:11]=[C:10]([C:29]3[CH:34]=[CH:33][CH:32]=[CH:31][CH:30]=3)[CH:9]=2)[CH:5]=[CH:6][CH:7]=1. Given the reactants [Cl:1][C:2]1[CH:3]=[C:4]([C:8]2[C:16]3[O:15][CH:14]([CH2:17]OS(C4C=CC(C)=CC=4)(=O)=O)[CH2:13][C:12]=3[CH:11]=[C:10]([C:29]3[CH:34]=[CH:33][CH:32]=[CH:31][CH:30]=3)[CH:9]=2)[CH:5]=[CH:6][CH:7]=1.[CH3:35][NH2:36], predict the reaction product. (2) Given the reactants [Br:1][C:2]1[CH:35]=[CH:34][C:5]([CH2:6][C:7]2(C(OCC)=O)[CH2:11][C@@H:10]([C@@H:12]([NH:20][C:21]([O:23][C:24]([CH3:27])([CH3:26])[CH3:25])=[O:22])[CH2:13][C:14]3[CH:19]=[CH:18][CH:17]=[CH:16][CH:15]=3)[O:9][C:8]2=[O:28])=[CH:4][CH:3]=1.Cl, predict the reaction product. The product is: [Br:1][C:2]1[CH:3]=[CH:4][C:5]([CH2:6][CH:7]2[C:8](=[O:28])[O:9][C@H:10]([C@@H:12]([NH:20][C:21](=[O:22])[O:23][C:24]([CH3:26])([CH3:27])[CH3:25])[CH2:13][C:14]3[CH:19]=[CH:18][CH:17]=[CH:16][CH:15]=3)[CH2:11]2)=[CH:34][CH:35]=1. (3) Given the reactants Cl.Cl.ClC1C=CC(C2C3C4CCNCCC4NC=3C=CC=2)=CC=1.[C:24]1([CH2:30][CH2:31][C:32]2[C:33]3[C:34]4[CH2:45][CH2:44][NH:43][CH2:42][CH2:41][C:35]=4[NH:36][C:37]=3[CH:38]=[CH:39][CH:40]=2)[CH:29]=[CH:28][CH:27]=[CH:26][CH:25]=1, predict the reaction product. The product is: [C:24]1([CH2:30][CH2:31][C:32]2[C:33]3[C@@H:34]4[CH2:45][CH2:44][NH:43][CH2:42][CH2:41][C@@H:35]4[NH:36][C:37]=3[CH:38]=[CH:39][CH:40]=2)[CH:29]=[CH:28][CH:27]=[CH:26][CH:25]=1. (4) Given the reactants [Cl:1][C:2]1[CH:7]=[CH:6][CH:5]=[CH:4][C:3]=1/[CH:8]=[N:9]/[NH:10][C:11]([NH2:13])=[NH:12].[C:14](OC(=O)C)(=[O:16])[CH3:15].ClCCl.CO.O, predict the reaction product. The product is: [Cl:1][C:2]1[CH:7]=[CH:6][CH:5]=[CH:4][C:3]=1/[CH:8]=[N:9]/[NH:10][C:11]([NH:13][C:14](=[O:16])[CH3:15])=[NH:12].